Dataset: Forward reaction prediction with 1.9M reactions from USPTO patents (1976-2016). Task: Predict the product of the given reaction. (1) Given the reactants [N:1]1[CH:6]=[CH:5][CH:4]=[CH:3][C:2]=1[OH:7].[C:8]([C:12]1[CH:17]=[C:16](I)[CH:15]=[C:14]([I:19])[C:13]=1[O:20][CH3:21])([CH3:11])([CH3:10])[CH3:9].P([O-])([O-])([O-])=O.[K+].[K+].[K+].CNCCNC, predict the reaction product. The product is: [C:8]([C:12]1[CH:17]=[C:16]([N:1]2[CH:6]=[CH:5][CH:4]=[CH:3][C:2]2=[O:7])[CH:15]=[C:14]([I:19])[C:13]=1[O:20][CH3:21])([CH3:11])([CH3:9])[CH3:10]. (2) Given the reactants CS(O[CH2:6][CH2:7][C@H:8]1[O:14][C@H:13]([C:15]2[CH:20]=[CH:19][CH:18]=[C:17]([O:21][CH3:22])[C:16]=2[O:23][CH3:24])[C:12]2[CH:25]=[C:26]([Cl:29])[CH:27]=[CH:28][C:11]=2[N:10]2[CH:30]=[CH:31][CH:32]=[C:9]12)(=O)=O.C(=O)([O-])[O-].[K+].[K+].[CH3:39][C:40]([C:47]1[N:48]=[CH:49][NH:50][CH:51]=1)([CH3:46])[C:41]([O:43][CH2:44][CH3:45])=[O:42].O, predict the reaction product. The product is: [Cl:29][C:26]1[CH:27]=[CH:28][C:11]2[N:10]3[CH:30]=[CH:31][CH:32]=[C:9]3[C@@H:8]([CH2:7][CH2:6][N:50]3[CH:51]=[C:47]([C:40]([CH3:39])([CH3:46])[C:41]([O:43][CH2:44][CH3:45])=[O:42])[N:48]=[CH:49]3)[O:14][C@H:13]([C:15]3[CH:20]=[CH:19][CH:18]=[C:17]([O:21][CH3:22])[C:16]=3[O:23][CH3:24])[C:12]=2[CH:25]=1.